Dataset: Cav3 T-type calcium channel HTS with 100,875 compounds. Task: Binary Classification. Given a drug SMILES string, predict its activity (active/inactive) in a high-throughput screening assay against a specified biological target. (1) The molecule is Clc1cc2nc(N3CCCN(CC3)C)cc(c2cc1)C. The result is 0 (inactive). (2) The compound is O1CCN(Cc2c3c(oc(c3C(OCC)=O)c3ccccc3)ccc2O)CC1. The result is 0 (inactive). (3) The drug is o1c2c(c(c1)C(=O)c1ccccc1)C(=O)C(=O)c1c2cccc1. The result is 0 (inactive). (4) The drug is s1c(N(CCCOC)C(=O)C)nc(c2ccccc2)c1. The result is 0 (inactive). (5) The molecule is S(c1nc(c(cc1C#N)C(=O)C)C)CC(OCC)=O. The result is 0 (inactive).